Task: Predict the product of the given reaction.. Dataset: Forward reaction prediction with 1.9M reactions from USPTO patents (1976-2016) (1) Given the reactants [NH2:1][C:2]1([C:15]([O-:17])=[O:16])[CH2:7][CH2:6][N:5]([C:8]([O:10][C:11]([CH3:14])([CH3:13])[CH3:12])=[O:9])[CH2:4][CH2:3]1.[CH:18](N(C(C)C)CC)(C)C.C[Si](C=[N+]=[N-])(C)C, predict the reaction product. The product is: [NH2:1][C:2]1([C:15]([O:17][CH3:18])=[O:16])[CH2:7][CH2:6][N:5]([C:8]([O:10][C:11]([CH3:12])([CH3:13])[CH3:14])=[O:9])[CH2:4][CH2:3]1. (2) The product is: [Cl:26][C:27]1[CH:28]=[C:29]([C@@H:11]([C@H:2]2[CH2:3][O:4][C:5]3([CH2:10][CH2:9][CH2:8][CH2:7][CH2:6]3)[O:1]2)[NH:12][S@:13]([C:15]([CH3:18])([CH3:17])[CH3:16])=[O:14])[CH:30]=[CH:31][C:32]=1[Cl:33]. Given the reactants [O:1]1[C:5]2([CH2:10][CH2:9][CH2:8][CH2:7][CH2:6]2)[O:4][CH2:3][C@@H:2]1/[CH:11]=[N:12]\[S@:13]([C:15]([CH3:18])([CH3:17])[CH3:16])=[O:14].C1(C)C=CC=CC=1.[Cl:26][C:27]1[CH:28]=[C:29]([Mg]Br)[CH:30]=[CH:31][C:32]=1[Cl:33], predict the reaction product. (3) Given the reactants FC(F)(F)[C:3](O)=[O:4].[Cl:8][C:9]1[C:10]([NH:31][C@@H:32]2[C@@H:37]3[CH2:38][C@@H:34]([CH:35]=[CH:36]3)[C@@H:33]2[C:39]([NH2:41])=[O:40])=[C:11]2[N:17]=[C:16]([C:18]3[CH:23]=[CH:22][C:21](CN4CCOCC4)=[CH:20][CH:19]=3)[NH:15][C:12]2=[N:13][CH:14]=1.NC1C(N)=C(N[C@@H]2[C@@H]3C[C@@H](C=C3)[C@@H]2C(N)=O)C(Cl)=CN=1.COC1C=CC=CC=1C=O, predict the reaction product. The product is: [Cl:8][C:9]1[C:10]([NH:31][C@@H:32]2[C@@H:37]3[CH2:38][C@@H:34]([CH:35]=[CH:36]3)[C@@H:33]2[C:39]([NH2:41])=[O:40])=[C:11]2[N:17]=[C:16]([C:18]3[CH:19]=[CH:20][CH:21]=[CH:22][C:23]=3[O:4][CH3:3])[NH:15][C:12]2=[N:13][CH:14]=1.